This data is from Peptide-MHC class I binding affinity with 185,985 pairs from IEDB/IMGT. The task is: Regression. Given a peptide amino acid sequence and an MHC pseudo amino acid sequence, predict their binding affinity value. This is MHC class I binding data. (1) The peptide sequence is TMGPHPAGV. The MHC is HLA-B46:01 with pseudo-sequence HLA-B46:01. The binding affinity (normalized) is 0.0847. (2) The peptide sequence is EGGVGWRHW. The MHC is HLA-A33:01 with pseudo-sequence HLA-A33:01. The binding affinity (normalized) is 0. (3) The peptide sequence is ETAKVIKLVK. The MHC is HLA-A33:01 with pseudo-sequence HLA-A33:01. The binding affinity (normalized) is 0. (4) The peptide sequence is NMERKLNLS. The MHC is HLA-A24:03 with pseudo-sequence HLA-A24:03. The binding affinity (normalized) is 0.0847. (5) The peptide sequence is MEITAEWLW. The MHC is HLA-B53:01 with pseudo-sequence HLA-B53:01. The binding affinity (normalized) is 0.679. (6) The peptide sequence is AEDMLNPNY. The MHC is HLA-B07:02 with pseudo-sequence HLA-B07:02. The binding affinity (normalized) is 0.0847. (7) The peptide sequence is PFLPLLPIFF. The MHC is Patr-A0701 with pseudo-sequence Patr-A0701. The binding affinity (normalized) is 0.258.